This data is from Forward reaction prediction with 1.9M reactions from USPTO patents (1976-2016). The task is: Predict the product of the given reaction. Given the reactants [F:1][C:2]1[CH:7]=[C:6]([F:8])[C:5]([F:9])=[CH:4][C:3]=1B(O)O.I[C:14]1[CH:19]=[CH:18][C:17]([OH:20])=[CH:16][CH:15]=1.C(=O)([O-])[O-].[K+].[K+].CN(C=O)C, predict the reaction product. The product is: [F:1][C:2]1[CH:7]=[C:6]([F:8])[C:5]([F:9])=[CH:4][C:3]=1[C:14]1[CH:19]=[CH:18][C:17]([OH:20])=[CH:16][CH:15]=1.